From a dataset of Peptide-MHC class I binding affinity with 185,985 pairs from IEDB/IMGT. Regression. Given a peptide amino acid sequence and an MHC pseudo amino acid sequence, predict their binding affinity value. This is MHC class I binding data. (1) The peptide sequence is TMKAIEKDR. The MHC is HLA-A03:01 with pseudo-sequence HLA-A03:01. The binding affinity (normalized) is 0.0609. (2) The MHC is HLA-A02:01 with pseudo-sequence HLA-A02:01. The peptide sequence is KYYLAYTSY. The binding affinity (normalized) is 0.0847. (3) The peptide sequence is YFTNDVSFL. The MHC is HLA-A24:02 with pseudo-sequence HLA-A24:02. The binding affinity (normalized) is 0. (4) The peptide sequence is FRLMRTNFL. The MHC is HLA-A29:02 with pseudo-sequence HLA-A29:02. The binding affinity (normalized) is 0.0847. (5) The peptide sequence is RLGADLDAV. The MHC is HLA-A02:01 with pseudo-sequence HLA-A02:01. The binding affinity (normalized) is 0.173. (6) The MHC is HLA-B27:03 with pseudo-sequence HLA-B27:03. The binding affinity (normalized) is 0.0847. The peptide sequence is KVRDRNFQL. (7) The peptide sequence is YHLGGIEGL. The MHC is HLA-B08:03 with pseudo-sequence HLA-B08:03. The binding affinity (normalized) is 0.0847. (8) The peptide sequence is GLCAHILLY. The MHC is HLA-A31:01 with pseudo-sequence HLA-A31:01. The binding affinity (normalized) is 0.0942. (9) The peptide sequence is GPAFVRTKL. The MHC is HLA-A01:01 with pseudo-sequence HLA-A01:01. The binding affinity (normalized) is 0.0847. (10) The peptide sequence is ERYFRIHSL. The MHC is HLA-A32:01 with pseudo-sequence HLA-A32:01. The binding affinity (normalized) is 0.